From a dataset of Forward reaction prediction with 1.9M reactions from USPTO patents (1976-2016). Predict the product of the given reaction. (1) Given the reactants C(=O)([O-])[O-].[K+].[K+].[F:7][C:8]1[CH:9]=[C:10]([OH:16])[CH:11]=[C:12]([F:15])[C:13]=1[F:14].Br[C:18]([F:25])([F:24])[C:19]([O:21][CH2:22][CH3:23])=[O:20].O, predict the reaction product. The product is: [F:7][C:8]1[CH:9]=[C:10]([CH:11]=[C:12]([F:15])[C:13]=1[F:14])[O:16][C:18]([F:25])([F:24])[C:19]([O:21][CH2:22][CH3:23])=[O:20]. (2) Given the reactants C12BC(CCC1)CCC2.[NH2:10][C:11]1[C:12]2[C:19]([C:20]3[CH:21]=[N:22][C:23]4[C:28]([CH:29]=3)=[CH:27][CH:26]=[CH:25][CH:24]=4)=[C:18](Br)[N:17]([CH2:31][C@@H:32]([NH:35][C:36](=[O:42])[O:37][C:38]([CH3:41])([CH3:40])[CH3:39])[CH:33]=[CH2:34])[C:13]=2[N:14]=[CH:15][N:16]=1.[OH-].[Na+], predict the reaction product. The product is: [NH2:10][C:11]1[C:12]2[C:19]([C:20]3[CH:21]=[N:22][C:23]4[C:28]([CH:29]=3)=[CH:27][CH:26]=[CH:25][CH:24]=4)=[C:18]3[N:17]([C:13]=2[N:14]=[CH:15][N:16]=1)[CH2:31][C@@H:32]([NH:35][C:36](=[O:42])[O:37][C:38]([CH3:41])([CH3:40])[CH3:39])[CH2:33][CH2:34]3. (3) Given the reactants ClC(OCC(C)C)=O.[C:9]([O:13][C:14]([N:16]1[CH2:21][CH2:20][N:19]([C:22]([O:24][C:25]([CH3:28])([CH3:27])[CH3:26])=[O:23])[CH2:18][CH:17]1[C:29](O)=[O:30])=[O:15])([CH3:12])([CH3:11])[CH3:10].C(N(CC)CC)C.[NH3:39], predict the reaction product. The product is: [NH2:39][C:29]([CH:17]1[CH2:18][N:19]([C:22]([O:24][C:25]([CH3:28])([CH3:26])[CH3:27])=[O:23])[CH2:20][CH2:21][N:16]1[C:14]([O:13][C:9]([CH3:12])([CH3:11])[CH3:10])=[O:15])=[O:30]. (4) Given the reactants [Br:1][C:2]1[N:3]=[CH:4][C:5]([NH:8][C:9]2[CH:13]=[C:12]([C:14]3[C:19]([O:20]CC4C=CC(OC)=CC=4)=[CH:18][CH:17]=[CH:16][C:15]=3[O:30][CH3:31])[NH:11][N:10]=2)=[N:6][CH:7]=1, predict the reaction product. The product is: [Br:1][C:2]1[N:3]=[CH:4][C:5]([NH:8][C:9]2[CH:13]=[C:12]([C:14]3[C:15]([O:30][CH3:31])=[CH:16][CH:17]=[CH:18][C:19]=3[OH:20])[NH:11][N:10]=2)=[N:6][CH:7]=1. (5) Given the reactants [CH:1]1([CH2:4][N:5]([CH2:13][C:14]2[NH:15][C:16](=[O:24])[C:17]3[CH2:23][O:22][CH2:21][CH2:20][C:18]=3[N:19]=2)C(=O)OC(C)(C)C)[CH2:3][CH2:2]1.C(OCC)C, predict the reaction product. The product is: [CH:1]1([CH2:4][NH:5][CH2:13][C:14]2[NH:15][C:16](=[O:24])[C:17]3[CH2:23][O:22][CH2:21][CH2:20][C:18]=3[N:19]=2)[CH2:3][CH2:2]1.